Dataset: Forward reaction prediction with 1.9M reactions from USPTO patents (1976-2016). Task: Predict the product of the given reaction. (1) The product is: [CH:29]1[C:30]2[C:35](=[CH:34][CH:33]=[CH:32][CH:31]=2)[CH:36]=[CH:37][C:28]=1[CH2:27][O:26][CH:14]1[CH:13]([C:10]2[CH:11]=[CH:12][C:7]([CH2:6][CH2:5][C:3]3[N:4]=[C:38]([C:39]4[CH:44]=[CH:43][CH:42]=[CH:41][CH:40]=4)[O:1][N:2]=3)=[CH:8][CH:9]=2)[CH2:18][CH2:17][N:16]([C:19]([O:21][C:22]([CH3:25])([CH3:24])[CH3:23])=[O:20])[CH2:15]1. Given the reactants [OH:1][NH:2][C:3]([CH2:5][CH2:6][C:7]1[CH:12]=[CH:11][C:10]([CH:13]2[CH2:18][CH2:17][N:16]([C:19]([O:21][C:22]([CH3:25])([CH3:24])[CH3:23])=[O:20])[CH2:15][CH:14]2[O:26][CH2:27][C:28]2[CH:37]=[CH:36][C:35]3[C:30](=[CH:31][CH:32]=[CH:33][CH:34]=3)[CH:29]=2)=[CH:9][CH:8]=1)=[NH:4].[C:38](O)(=O)[C:39]1[CH:44]=[CH:43][CH:42]=[CH:41][CH:40]=1, predict the reaction product. (2) Given the reactants [Cl:1][C:2]1[CH:3]=[C:4]([C:21]2[CH:22]=[N:23][N:24]([CH2:26][C:27]3[CH:32]=[CH:31][CH:30]=[CH:29][N:28]=3)[CH:25]=2)[CH:5]=[C:6]2[C:10]=1[C:9](=[O:11])[N:8]([CH2:12][C:13]#[C:14][C:15]1[CH:20]=[CH:19][CH:18]=[CH:17][CH:16]=1)[CH2:7]2, predict the reaction product. The product is: [Cl:1][C:2]1[CH:3]=[C:4]([C:21]2[CH:22]=[N:23][N:24]([CH2:26][C:27]3[CH:32]=[CH:31][CH:30]=[CH:29][N:28]=3)[CH:25]=2)[CH:5]=[C:6]2[C:10]=1[C:9](=[O:11])[N:8]([CH2:12][CH2:13][CH2:14][C:15]1[CH:16]=[CH:17][CH:18]=[CH:19][CH:20]=1)[CH2:7]2.